From a dataset of Full USPTO retrosynthesis dataset with 1.9M reactions from patents (1976-2016). Predict the reactants needed to synthesize the given product. The reactants are: [N+](=[CH2:3])=[N-].[CH:4]1([C@H:10]([NH:15][C:16]([C:18]2[CH:23]=[CH:22][C:21]([F:24])=[CH:20][C:19]=2[NH:25][C:26]([NH:28][C:29]2[C:34]([CH3:35])=[CH:33][C:32]([CH2:36][CH:37]=[CH2:38])=[CH:31][C:30]=2[CH3:39])=[O:27])=[O:17])[C:11]([O:13][CH3:14])=[O:12])[CH2:9][CH2:8][CH2:7][CH2:6][CH2:5]1. Given the product [CH:4]1([C@H:10]([NH:15][C:16]([C:18]2[CH:23]=[CH:22][C:21]([F:24])=[CH:20][C:19]=2[NH:25][C:26]([NH:28][C:29]2[C:34]([CH3:35])=[CH:33][C:32]([CH2:36][CH:37]3[CH2:3][CH2:38]3)=[CH:31][C:30]=2[CH3:39])=[O:27])=[O:17])[C:11]([O:13][CH3:14])=[O:12])[CH2:9][CH2:8][CH2:7][CH2:6][CH2:5]1, predict the reactants needed to synthesize it.